Dataset: Peptide-MHC class II binding affinity with 134,281 pairs from IEDB. Task: Regression. Given a peptide amino acid sequence and an MHC pseudo amino acid sequence, predict their binding affinity value. This is MHC class II binding data. (1) The peptide sequence is QHNHRPGYHTQTAGP. The MHC is DRB3_0101 with pseudo-sequence DRB3_0101. The binding affinity (normalized) is 0. (2) The peptide sequence is SSKLNKFISPKSVIG. The MHC is DRB1_0401 with pseudo-sequence DRB1_0401. The binding affinity (normalized) is 0.566. (3) The peptide sequence is LINTIIFLKTNNWHA. The MHC is DRB1_0401 with pseudo-sequence DRB1_0401. The binding affinity (normalized) is 0.522.